Dataset: Peptide-MHC class I binding affinity with 185,985 pairs from IEDB/IMGT. Task: Regression. Given a peptide amino acid sequence and an MHC pseudo amino acid sequence, predict their binding affinity value. This is MHC class I binding data. (1) The peptide sequence is YPLHEQYGM. The MHC is HLA-B40:02 with pseudo-sequence HLA-B40:02. The binding affinity (normalized) is 0. (2) The peptide sequence is DFFLKSKFNI. The MHC is HLA-A29:02 with pseudo-sequence HLA-A29:02. The binding affinity (normalized) is 0.149. (3) The peptide sequence is RPMTYKAAL. The MHC is HLA-B18:01 with pseudo-sequence HLA-B18:01. The binding affinity (normalized) is 0. (4) The peptide sequence is KLLNRVIGY. The MHC is HLA-A69:01 with pseudo-sequence HLA-A69:01. The binding affinity (normalized) is 0.292.